Dataset: Full USPTO retrosynthesis dataset with 1.9M reactions from patents (1976-2016). Task: Predict the reactants needed to synthesize the given product. (1) Given the product [Cl:1][C:2]1[CH:6]=[CH:5][S:4][C:3]=1[C:7]1[O:8][N:18]=[C:16]([C:15]2[CH:14]=[CH:13][C:12]([C:11]([F:10])([F:22])[F:23])=[CH:21][CH:20]=2)[N:17]=1, predict the reactants needed to synthesize it. The reactants are: [Cl:1][C:2]1[CH:6]=[CH:5][S:4][C:3]=1[C:7](Cl)=[O:8].[F:10][C:11]([F:23])([F:22])[C:12]1[CH:21]=[CH:20][C:15]([C:16](=[N:18]O)[NH2:17])=[CH:14][CH:13]=1.O. (2) Given the product [CH2:14]([C:18]1[CH:23]=[CH:22][CH:21]=[C:20]([CH3:24])[C:19]=1[C:25]1[CH:30]=[CH:29][CH:28]=[C:27]([CH2:31][O:1][C:2]2[CH:3]=[CH:4][C:5]([CH2:8][CH2:9][C:10]([OH:12])=[O:11])=[CH:6][CH:7]=2)[CH:26]=1)[CH:15]([CH3:17])[CH3:16], predict the reactants needed to synthesize it. The reactants are: [OH:1][C:2]1[CH:7]=[CH:6][C:5]([CH2:8][CH2:9][C:10]([O:12]C)=[O:11])=[CH:4][CH:3]=1.[CH2:14]([C:18]1[CH:23]=[CH:22][CH:21]=[C:20]([CH3:24])[C:19]=1[C:25]1[CH:30]=[CH:29][CH:28]=[C:27]([CH2:31]O)[CH:26]=1)[CH:15]([CH3:17])[CH3:16]. (3) Given the product [Br:24][C:25]1[CH:30]=[CH:29][C:28]([S:31]([N:7]2[C:8]3[CH:14]=[CH:13][CH:12]=[CH:11][C:9]=3[CH2:10][N:4]3[CH:3]=[CH:2][CH:1]=[C:5]3[CH2:6]2)(=[O:33])=[O:32])=[CH:27][CH:26]=1, predict the reactants needed to synthesize it. The reactants are: [CH:1]1[CH:2]=[CH:3][N:4]2[CH2:10][C:9]3[CH:11]=[CH:12][CH:13]=[CH:14][C:8]=3[NH:7][CH2:6][C:5]=12.C(N(CC)C(C)C)(C)C.[Br:24][C:25]1[CH:30]=[CH:29][C:28]([S:31](Cl)(=[O:33])=[O:32])=[CH:27][CH:26]=1. (4) Given the product [CH3:21][O:22][C:23]1[CH:31]=[CH:30][CH:29]=[C:28]2[C:24]=1[CH:25]=[C:26]([C:33]([NH:35][C:36]1[CH:41]=[CH:40][C:39]([C:2]3[N:3]=[C:4]([C@H:12]4[CH2:17][CH2:16][C@H:15]([CH2:18][NH:19][CH3:20])[CH2:14][CH2:13]4)[N:5]4[CH:10]=[CH:9][N:8]=[C:7]([CH3:11])[C:6]=34)=[CH:38][C:37]=1[O:51][CH3:52])=[O:34])[N:27]2[CH3:32], predict the reactants needed to synthesize it. The reactants are: Br[C:2]1[N:3]=[C:4]([C@H:12]2[CH2:17][CH2:16][C@H:15]([CH2:18][NH:19][CH3:20])[CH2:14][CH2:13]2)[N:5]2[CH:10]=[CH:9][N:8]=[C:7]([CH3:11])[C:6]=12.[CH3:21][O:22][C:23]1[CH:31]=[CH:30][CH:29]=[C:28]2[C:24]=1[CH:25]=[C:26]([C:33]([NH:35][C:36]1[CH:41]=[CH:40][C:39](B3OC(C)(C)C(C)(C)O3)=[CH:38][C:37]=1[O:51][CH3:52])=[O:34])[N:27]2[CH3:32]. (5) The reactants are: [CH2:1]([C:3]([C:14]1[CH:19]=[CH:18][C:17]([O:20]S(C(F)(F)F)(=O)=O)=[C:16]([CH3:28])[CH:15]=1)([C:6]1[CH:11]=[CH:10][C:9](O)=[C:8]([CH3:13])[CH:7]=1)[CH2:4][CH3:5])[CH3:2].C([O-])(O)=O.[Na+].[Li+].[Br-].C1C=CC(P(C2C=CC=CC=2)CCCP(C2C=CC=CC=2)C2C=CC=CC=2)=CC=1.[CH3:65][O:66][C:67](=[O:70])[CH:68]=[CH2:69]. Given the product [CH3:65][O:66][C:67](=[O:70])/[CH:68]=[CH:69]/[C:9]1[CH:10]=[CH:11][C:6]([C:3]([CH2:4][CH3:5])([C:14]2[CH:19]=[CH:18][C:17]([OH:20])=[C:16]([CH3:28])[CH:15]=2)[CH2:1][CH3:2])=[CH:7][C:8]=1[CH3:13], predict the reactants needed to synthesize it. (6) Given the product [OH:1][C:2]1[CH:3]=[C:4]([CH:8]=[C:9]([OH:11])[N:10]=1)[C:5]([O:25][C:22]1[CH:23]=[CH:24][C:19]([C:12]2[CH:17]=[CH:16][C:15]([O:6][C:5](=[O:7])[C:4]3[CH:8]=[C:9]([OH:11])[N:10]=[C:2]([OH:1])[CH:3]=3)=[CH:14][CH:13]=2)=[CH:20][CH:21]=1)=[O:6], predict the reactants needed to synthesize it. The reactants are: [OH:1][C:2]1[CH:3]=[C:4]([CH:8]=[C:9]([OH:11])[N:10]=1)[C:5]([OH:7])=[O:6].[C:12]1([C:19]2[CH:24]=[CH:23][C:22]([OH:25])=[CH:21][CH:20]=2)[CH:17]=[CH:16][C:15](O)=[CH:14][CH:13]=1. (7) Given the product [C:15]([O:19][C:20]([N:22]1[CH2:26][CH2:25][C:24]([CH2:29][CH2:30][C:31]([CH3:34])([CH3:33])[CH3:32])([CH:27]([C:2]2[C:6]3[CH:7]=[C:8]([F:11])[CH:9]=[CH:10][C:5]=3[S:4][CH:3]=2)[OH:28])[CH2:23]1)=[O:21])([CH3:18])([CH3:17])[CH3:16], predict the reactants needed to synthesize it. The reactants are: Br[C:2]1[C:6]2[CH:7]=[C:8]([F:11])[CH:9]=[CH:10][C:5]=2[S:4][CH:3]=1.[Mg].II.[C:15]([O:19][C:20]([N:22]1[CH2:26][CH2:25][C:24]([CH2:29][CH2:30][C:31]([CH3:34])([CH3:33])[CH3:32])([CH:27]=[O:28])[CH2:23]1)=[O:21])([CH3:18])([CH3:17])[CH3:16]. (8) Given the product [Cl:1][C:2]1[CH:7]=[CH:6][C:5]([C:8](=[O:20])[CH2:9][N:10]2[CH:14]=[C:13]([C:23](=[O:24])[C:22]([Cl:27])([Cl:26])[Cl:21])[CH:12]=[C:11]2[C:15]([O:17][CH3:18])=[O:16])=[CH:4][CH:3]=1, predict the reactants needed to synthesize it. The reactants are: [Cl:1][C:2]1[CH:7]=[CH:6][C:5]([C:8](=[O:20])[CH2:9][N:10]2[CH:14]=[CH:13][CH:12]=[C:11]2[C:15]([O:17][CH2:18]C)=[O:16])=[CH:4][CH:3]=1.[Cl:21][C:22]([Cl:27])([Cl:26])[C:23](Cl)=[O:24].[Cl-].[Al+3].[Cl-].[Cl-]. (9) Given the product [Br:1][C:2]1[C:3]([C:17]2[C:18](=[O:26])[N:19]([CH3:25])[N:20]=[CH:21][C:22]=2[OH:23])=[N:4][N:5]([C:7]2[CH:12]=[CH:11][C:10]([C:13]([F:15])([F:14])[F:16])=[CH:9][CH:8]=2)[CH:6]=1, predict the reactants needed to synthesize it. The reactants are: [Br:1][C:2]1[C:3]([C:17]2[C:18](=[O:26])[N:19]([CH3:25])[N:20]=[CH:21][C:22]=2[O:23]C)=[N:4][N:5]([C:7]2[CH:12]=[CH:11][C:10]([C:13]([F:16])([F:15])[F:14])=[CH:9][CH:8]=2)[CH:6]=1.O1CCOCC1.[OH-].[Na+].CO.